This data is from Forward reaction prediction with 1.9M reactions from USPTO patents (1976-2016). The task is: Predict the product of the given reaction. (1) The product is: [Cl:1][C:2]1[CH:7]=[CH:6][C:5]([CH2:8][N:12]2[CH:17]=[CH:16][C:15](=[O:18])[CH:14]=[CH:13]2)=[C:4]([O:10][CH3:11])[CH:3]=1. Given the reactants [Cl:1][C:2]1[CH:7]=[CH:6][C:5]([CH2:8]O)=[C:4]([O:10][CH3:11])[CH:3]=1.[N:12]1[CH:17]=[CH:16][C:15]([OH:18])=[CH:14][CH:13]=1.O1CCN(C2C=CC(O)=CC=2)CC1, predict the reaction product. (2) Given the reactants [N+:1]([C:4]1[CH:12]=[CH:11][C:10]([N:13]([CH3:15])[CH3:14])=[CH:9][C:5]=1[C:6]([OH:8])=[O:7])([O-])=O.C1CCCCC=1, predict the reaction product. The product is: [NH2:1][C:4]1[CH:12]=[CH:11][C:10]([N:13]([CH3:15])[CH3:14])=[CH:9][C:5]=1[C:6]([OH:8])=[O:7]. (3) Given the reactants [Br:1][C:2]1[CH:3]=[N:4][CH:5]=[C:6](B2OC(C)(C)C(C)(C)O2)[CH:7]=1.Cl.N[C@@H]1CCCC[C@H]1O.C[Si]([N-][Si](C)(C)C)(C)C.[Na+].[C:36]([O:40][C:41]([N:43]1[CH2:46][CH:45](I)[CH2:44]1)=[O:42])([CH3:39])([CH3:38])[CH3:37], predict the reaction product. The product is: [C:36]([O:40][C:41]([N:43]1[CH2:46][CH:45]([C:6]2[CH:5]=[N:4][CH:3]=[C:2]([Br:1])[CH:7]=2)[CH2:44]1)=[O:42])([CH3:39])([CH3:37])[CH3:38]. (4) Given the reactants [F:1][C:2]1[CH:10]=[CH:9][C:5]([C:6]([OH:8])=[O:7])=[C:4]([CH3:11])[CH:3]=1.[N+:12]([O-])([OH:14])=[O:13], predict the reaction product. The product is: [F:1][C:2]1[C:10]([N+:12]([O-:14])=[O:13])=[CH:9][C:5]([C:6]([OH:8])=[O:7])=[C:4]([CH3:11])[CH:3]=1. (5) Given the reactants [CH:1]1([C:4](Cl)=[O:5])[CH2:3][CH2:2]1.Cl.[NH2:8][CH2:9][C:10]1[CH:15]=[CH:14][C:13]([C:16]([N:18]2[CH2:27][C:26]3[CH:25]=[N:24][N:23]([CH3:28])[C:22]=3[NH:21][C:20]3[CH:29]=[C:30]([Cl:33])[CH:31]=[CH:32][C:19]2=3)=[O:17])=[CH:12][C:11]=1[F:34].C1C(N=NC2C(=O)N(C3C=CC(S([O-])(=O)=O)=CC=3)N=C2C([O-])=O)=CC=C(S([O-])(=O)=O)C=1.[Na+].[Na+].[Na+].CCN(C(C)C)C(C)C, predict the reaction product. The product is: [Cl:33][C:30]1[CH:31]=[CH:32][C:19]2[N:18]([C:16]([C:13]3[CH:14]=[CH:15][C:10]([CH2:9][NH:8][C:4]([CH:1]4[CH2:3][CH2:2]4)=[O:5])=[C:11]([F:34])[CH:12]=3)=[O:17])[CH2:27][C:26]3[CH:25]=[N:24][N:23]([CH3:28])[C:22]=3[NH:21][C:20]=2[CH:29]=1. (6) Given the reactants [Br:1][C:2]1[CH:3]=[CH:4][C:5]2[N:10](CC3C=CC(OC)=CC=3)[C:9](=[O:20])[O:8][C:7]([CH2:25][NH:26][C:27](=[O:35])[C:28]3[CH:33]=[CH:32][C:31]([F:34])=[CH:30][CH:29]=3)([C:21]([F:24])([F:23])[F:22])[C:6]=2[CH:36]=1.[N+]([O-])([O-])=O.[NH4+].[Ce].S(S([O-])=O)([O-])(=O)=O.[Na+].[Na+], predict the reaction product. The product is: [Br:1][C:2]1[CH:3]=[CH:4][C:5]2[NH:10][C:9](=[O:20])[O:8][C:7]([CH2:25][NH:26][C:27](=[O:35])[C:28]3[CH:33]=[CH:32][C:31]([F:34])=[CH:30][CH:29]=3)([C:21]([F:24])([F:23])[F:22])[C:6]=2[CH:36]=1. (7) Given the reactants [Cl:1][C:2]1[CH:10]=[C:9]([O:11][CH3:12])[CH:8]=[CH:7][C:3]=1[C:4]([OH:6])=[O:5].[F:13][C:14]([F:21])([F:20])[C:15]([NH:17][CH2:18]O)=[O:16].OS(O)(=O)=O, predict the reaction product. The product is: [F:13][C:14]([F:21])([F:20])[C:15]([NH:17][CH2:18][C:8]1[C:9]([O:11][CH3:12])=[CH:10][C:2]([Cl:1])=[C:3]([CH:7]=1)[C:4]([OH:6])=[O:5])=[O:16].